This data is from Cav3 T-type calcium channel HTS with 100,875 compounds. The task is: Binary Classification. Given a drug SMILES string, predict its activity (active/inactive) in a high-throughput screening assay against a specified biological target. (1) The result is 0 (inactive). The compound is o1c2c(cc1C(=O)COC(=O)CCOc1ccccc1)cccc2. (2) The drug is s1c(c(nc1NC(=S)NC(=O)c1ccccc1)C)C(=O)N(C)C. The result is 0 (inactive). (3) The result is 0 (inactive). The molecule is Brc1cc(C(=O)N2CCCC2)ccc1C.